This data is from Forward reaction prediction with 1.9M reactions from USPTO patents (1976-2016). The task is: Predict the product of the given reaction. (1) Given the reactants C([O:4][CH2:5][CH:6]1[CH2:11][S:10][CH:9]([CH2:12][O:13]C(=O)C)[CH2:8][S:7]1)(=O)C.C(=O)([O-])O.[Na+], predict the reaction product. The product is: [OH:4][CH2:5][CH:6]1[CH2:11][S:10][CH:9]([CH2:12][OH:13])[CH2:8][S:7]1. (2) Given the reactants FC(F)(F)S(O[C:7]1[C:12]2[O:13][CH:14]([CH2:17][O:18][S:19]([C:22]3[CH:27]=[CH:26][C:25]([CH3:28])=[CH:24][CH:23]=3)(=[O:21])=[O:20])[CH2:15][O:16][C:11]=2[CH:10]=[CH:9][CH:8]=1)(=O)=O.[CH3:31][C:32]1[C:37]([CH3:38])=[CH:36][CH:35]=[CH:34][C:33]=1B(O)O, predict the reaction product. The product is: [CH3:31][C:32]1[C:37]([CH3:38])=[CH:36][CH:35]=[CH:34][C:33]=1[C:7]1[C:12]2[O:13][CH:14]([CH2:17][O:18][S:19]([C:22]3[CH:23]=[CH:24][C:25]([CH3:28])=[CH:26][CH:27]=3)(=[O:20])=[O:21])[CH2:15][O:16][C:11]=2[CH:10]=[CH:9][CH:8]=1. (3) The product is: [Cl:1][C:2]1[N:7]=[C:6]2[N:8]([CH:17]3[CH2:18][CH2:19][CH2:20][CH2:21][O:16]3)[N:9]=[CH:10][C:5]2=[CH:4][N:3]=1. Given the reactants [Cl:1][C:2]1[N:7]=[C:6]2[NH:8][N:9]=[CH:10][C:5]2=[CH:4][N:3]=1.CS(O)(=O)=O.[O:16]1[CH:21]=[CH:20][CH2:19][CH2:18][CH2:17]1, predict the reaction product.